From a dataset of TCR-epitope binding with 47,182 pairs between 192 epitopes and 23,139 TCRs. Binary Classification. Given a T-cell receptor sequence (or CDR3 region) and an epitope sequence, predict whether binding occurs between them. (1) The epitope is GTHWFVTQR. The TCR CDR3 sequence is CANAREGQTEAFF. Result: 0 (the TCR does not bind to the epitope). (2) The epitope is FLYNLLTRV. The TCR CDR3 sequence is CASGVSNQPQHF. Result: 1 (the TCR binds to the epitope). (3) The TCR CDR3 sequence is CASEDFRDAPNTGELFF. Result: 1 (the TCR binds to the epitope). The epitope is LLLGIGILV. (4) The epitope is FLNRFTTTL. The TCR CDR3 sequence is CASSHMGGQETQYF. Result: 1 (the TCR binds to the epitope). (5) The TCR CDR3 sequence is CSVEGTERGYNEQFF. The epitope is GTHWFVTQR. Result: 0 (the TCR does not bind to the epitope). (6) The epitope is IPRRNVATL. The TCR CDR3 sequence is CASSQEIHYEQYF. Result: 1 (the TCR binds to the epitope).